Dataset: Catalyst prediction with 721,799 reactions and 888 catalyst types from USPTO. Task: Predict which catalyst facilitates the given reaction. (1) Product: [CH2:37]([O:44][C@H:45]([CH3:49])[C:46]([NH:15][NH:14][C:13]1[C:8]([C:5]2[CH:6]=[CH:7][C:2]([Cl:1])=[CH:3][CH:4]=2)=[C:9]([C:29]2[CH:30]=[CH:31][C:32]([C:33]#[N:34])=[CH:35][CH:36]=2)[C:10](=[O:28])[N:11]([CH2:16][C:17]2[C:18]([CH3:27])=[N:19][C:20]([C:23]([F:25])([F:26])[F:24])=[CH:21][CH:22]=2)[N:12]=1)=[O:47])[C:38]1[CH:43]=[CH:42][CH:41]=[CH:40][CH:39]=1. Reactant: [Cl:1][C:2]1[CH:7]=[CH:6][C:5]([C:8]2[C:13]([NH:14][NH2:15])=[N:12][N:11]([CH2:16][C:17]3[C:18]([CH3:27])=[N:19][C:20]([C:23]([F:26])([F:25])[F:24])=[CH:21][CH:22]=3)[C:10](=[O:28])[C:9]=2[C:29]2[CH:36]=[CH:35][C:32]([C:33]#[N:34])=[CH:31][CH:30]=2)=[CH:4][CH:3]=1.[CH2:37]([O:44][C@H:45]([CH3:49])[C:46](O)=[O:47])[C:38]1[CH:43]=[CH:42][CH:41]=[CH:40][CH:39]=1.CCN=C=NCCCN(C)C.C1C=CC2N(O)N=NC=2C=1.C(N(C(C)C)CC)(C)C. The catalyst class is: 674. (2) Reactant: [N+:1]([C:4]1[CH:5]=[C:6]([CH:11]=[CH:12][CH:13]=1)[C:7](=O)[CH2:8]Br)([O-:3])=[O:2].[NH2:14][C:15]([NH2:17])=[S:16]. Product: [N+:1]([C:4]1[CH:5]=[C:6]([C:7]2[N:14]=[C:15]([NH2:17])[S:16][CH:8]=2)[CH:11]=[CH:12][CH:13]=1)([O-:3])=[O:2]. The catalyst class is: 3. (3) Reactant: [CH3:1][O:2][C:3]1[NH:4][CH:5]=[CH:6][C:7](=[O:9])[N:8]=1.C1C(=O)N([I:17])C(=O)C1. Product: [I:17][C:6]1[C:7](=[O:9])[N:8]=[C:3]([O:2][CH3:1])[NH:4][CH:5]=1. The catalyst class is: 18. (4) Reactant: C(OC(=O)[NH:7][C@@H:8]1[CH2:12][CH2:11][N:10]([C:13]2[C:22]3[C:17](=[CH:18][C:19]([CH3:23])=[CH:20][CH:21]=3)[N:16]=[C:15]([C:24]3[CH:29]=[CH:28][CH:27]=[CH:26][C:25]=3[OH:30])[N:14]=2)[CH2:9]1)(C)(C)C.C(O)(C(F)(F)F)=O. Product: [NH2:7][C@@H:8]1[CH2:12][CH2:11][N:10]([C:13]2[C:22]3[C:17](=[CH:18][C:19]([CH3:23])=[CH:20][CH:21]=3)[N:16]=[C:15]([C:24]3[CH:29]=[CH:28][CH:27]=[CH:26][C:25]=3[OH:30])[N:14]=2)[CH2:9]1. The catalyst class is: 2. (5) The catalyst class is: 3. Reactant: [CH3:1][N:2]1[C:7]2[C:8](C)=[CH:9][NH:10][C:6]=2[C:5](=[O:12])[N:4]([CH3:13])[C:3]1=[O:14].Br[CH2:16][C:17]([NH:19][C:20]1[S:21][CH:22]=[C:23]([C:25]2[CH:30]=[C:29]([F:31])[C:28]([O:32][CH2:33][C:34]3[CH:39]=[CH:38][C:37]([C:40]([F:43])([F:42])[F:41])=[CH:36][CH:35]=3)=[C:27]([F:44])[CH:26]=2)[N:24]=1)=[O:18].[H-].[Na+]. Product: [CH3:1][N:2]1[C:7]2[CH:8]=[CH:9][N:10]([CH2:16][C:17]([NH:19][C:20]3[S:21][CH:22]=[C:23]([C:25]4[CH:26]=[C:27]([F:44])[C:28]([O:32][CH2:33][C:34]5[CH:39]=[CH:38][C:37]([C:40]([F:43])([F:41])[F:42])=[CH:36][CH:35]=5)=[C:29]([F:31])[CH:30]=4)[N:24]=3)=[O:18])[C:6]=2[C:5](=[O:12])[N:4]([CH3:13])[C:3]1=[O:14]. (6) Reactant: C(O[C:6](=[O:25])[NH:7][C@H:8]([CH:13]([C:15](=[O:24])[NH:16][CH2:17][C:18]1[CH:23]=[CH:22][CH:21]=[CH:20][CH:19]=1)[OH:14])[CH2:9][CH2:10][CH2:11][CH3:12])(C)(C)C.FC(F)(F)C(O)=O.C(N(CC)C(C)C)(C)C.[CH3:42][O:43][CH2:44][C@H:45]([NH:49][C:50](=[O:62])[C@@H:51]([NH:53][C:54]([C:56]1[CH:60]=[C:59]([CH3:61])[O:58][N:57]=1)=[O:55])[CH3:52])C(O)=O.CN(C(ON1N=NC2C=CC=NC1=2)=[N+](C)C)C.F[P-](F)(F)(F)(F)F. Product: [CH2:17]([NH:16][C:15]([CH:13]([OH:14])[C@@H:8]([NH:7][C:6]([C@@H:45]([NH:49][C:50]([C@@H:51]([NH:53][C:54]([C:56]1[CH:60]=[C:59]([CH3:61])[O:58][N:57]=1)=[O:55])[CH3:52])=[O:62])[CH2:44][O:43][CH3:42])=[O:25])[CH2:9][CH2:10][CH2:11][CH3:12])=[O:24])[C:18]1[CH:19]=[CH:20][CH:21]=[CH:22][CH:23]=1. The catalyst class is: 4.